This data is from Catalyst prediction with 721,799 reactions and 888 catalyst types from USPTO. The task is: Predict which catalyst facilitates the given reaction. (1) Reactant: [NH2:1][C:2]1[CH:7]=[CH:6][CH:5]=[CH:4][C:3]=1[CH:8]1[CH2:17][C:16]([CH3:19])([CH3:18])[C:15]2[C:10](=[CH:11][CH:12]=[C:13]([C:20]#[N:21])[CH:14]=2)[NH:9]1.[N:22]1[CH:27]=[CH:26][CH:25]=[C:24]([S:28](Cl)(=[O:30])=[O:29])[CH:23]=1. Product: [C:20]([C:13]1[CH:14]=[C:15]2[C:10](=[CH:11][CH:12]=1)[NH:9][CH:8]([C:3]1[CH:4]=[CH:5][CH:6]=[CH:7][C:2]=1[NH:1][S:28]([C:24]1[CH:23]=[N:22][CH:27]=[CH:26][CH:25]=1)(=[O:30])=[O:29])[CH2:17][C:16]2([CH3:18])[CH3:19])#[N:21]. The catalyst class is: 228. (2) Reactant: [CH:1]([C:5]1[C:6]([OH:24])=[C:7]([CH:10]=[C:11]([CH:13]=[CH:14][C:15]([C:17]2[CH:22]=[CH:21][C:20]([Cl:23])=[CH:19][CH:18]=2)=[O:16])[CH:12]=1)C=O)([CH2:3][CH3:4])[CH3:2].[CH:25](C1C(O)=C(C=C(/C=C/C(=O)C2C=CC(C)=CC=2)C=1)C=O)(CC)C.[C:49]([O:57][CH2:58]C)(=[O:56])[CH2:50][C:51]([O:53]CC)=O.N1C=CC=CC=1. Product: [CH:1]([C:5]1[CH:12]=[C:11]([CH:13]=[CH:14][C:15]([C:17]2[CH:22]=[CH:21][C:20]([Cl:23])=[CH:19][CH:18]=2)=[O:16])[CH:10]=[C:7]2[C:6]=1[O:24][C:51](=[O:53])[C:50]([C:49]([O:57][CH3:58])=[O:56])=[CH:25]2)([CH2:3][CH3:4])[CH3:2]. The catalyst class is: 7. (3) Reactant: C(O)=O.[Cl:4][C:5]1[CH:6]=[C:7]([C:13]2[CH:17]=[CH:16][N:15]([CH2:18][C@@H:19]([NH:21][C:22]([C:24]3[NH:28][N:27]=[C:26]([C:29]4[N:30]=[CH:31][N:32](C(C5C=CC=CC=5)(C5C=CC=CC=5)C5C=CC=CC=5)[CH:33]=4)[CH:25]=3)=[O:23])[CH3:20])[N:14]=2)[CH:8]=[CH:9][C:10]=1[C:11]#[N:12]. Product: [Cl:4][C:5]1[CH:6]=[C:7]([C:13]2[CH:17]=[CH:16][N:15]([CH2:18][C@@H:19]([NH:21][C:22]([C:24]3[NH:28][N:27]=[C:26]([C:29]4[N:30]=[CH:31][NH:32][CH:33]=4)[CH:25]=3)=[O:23])[CH3:20])[N:14]=2)[CH:8]=[CH:9][C:10]=1[C:11]#[N:12]. The catalyst class is: 90. (4) Reactant: Cl[C:2]1[CH:7]=[C:6]([Cl:8])[N:5]=[CH:4][N:3]=1.[CH3:9][P:10]([C:13]1[CH:19]=[CH:18][C:16]([NH2:17])=[C:15]([S:20]([CH:23]([CH3:25])[CH3:24])(=[O:22])=[O:21])[CH:14]=1)([CH3:12])=[O:11].C(=O)([O-])[O-].[K+].[K+]. Product: [Cl:8][C:6]1[N:5]=[CH:4][N:3]=[C:2]([NH:17][C:16]2[CH:18]=[CH:19][C:13]([P:10]([CH3:12])([CH3:9])=[O:11])=[CH:14][C:15]=2[S:20]([CH:23]([CH3:25])[CH3:24])(=[O:22])=[O:21])[CH:7]=1. The catalyst class is: 3.